Dataset: Full USPTO retrosynthesis dataset with 1.9M reactions from patents (1976-2016). Task: Predict the reactants needed to synthesize the given product. Given the product [ClH:34].[ClH:34].[ClH:34].[ClH:34].[N:29]1([CH2:28][CH2:27][N:15]2[CH:16]=[C:17]([C:19]3[CH:24]=[CH:23][C:22]([F:25])=[C:21]([CH3:26])[CH:20]=3)[N:18]=[C:14]2[C@H:11]2[CH2:12][CH2:13][NH:8][CH2:9][C@H:10]2[F:33])[CH2:32][CH2:31][CH2:30]1, predict the reactants needed to synthesize it. The reactants are: C(OC([N:8]1[CH2:13][CH2:12][C@H:11]([C:14]2[N:15]([CH2:27][CH2:28][N:29]3[CH2:32][CH2:31][CH2:30]3)[CH:16]=[C:17]([C:19]3[CH:24]=[CH:23][C:22]([F:25])=[C:21]([CH3:26])[CH:20]=3)[N:18]=2)[C@H:10]([F:33])[CH2:9]1)=O)(C)(C)C.[ClH:34].O1CCOCC1.